This data is from Peptide-MHC class II binding affinity with 134,281 pairs from IEDB. The task is: Regression. Given a peptide amino acid sequence and an MHC pseudo amino acid sequence, predict their binding affinity value. This is MHC class II binding data. The peptide sequence is AALPLLFFALAGQRI. The MHC is HLA-DPA10201-DPB11401 with pseudo-sequence HLA-DPA10201-DPB11401. The binding affinity (normalized) is 0.157.